Dataset: Reaction yield outcomes from USPTO patents with 853,638 reactions. Task: Predict the reaction yield, written as a fraction of the theoretical maximum amount of product (1.0 means a 100% yield; for example, 0.34 means a 34% yield). (1) No catalyst specified. The reactants are [Br:1][C:2]1[C:3](Cl)=[C:4]([C:9]([F:12])([F:11])[F:10])[C:5]([NH2:8])=[N:6][CH:7]=1.[O:14]=[C:15]1[C:19]2([CH2:24][CH2:23][N:22](C(OC(C)(C)C)=O)[CH2:21][CH2:20]2)[CH2:18][CH2:17][NH:16]1.C(N(CC)CC)C. The yield is 0.280. The product is [NH2:8][C:5]1[C:4]([C:9]([F:12])([F:11])[F:10])=[C:3]([N:22]2[CH2:23][CH2:24][C:19]3([C:15](=[O:14])[NH:16][CH2:17][CH2:18]3)[CH2:20][CH2:21]2)[C:2]([Br:1])=[CH:7][N:6]=1. (2) The reactants are [ClH:1].[CH3:2]C1C=C(OS(C2C=CC=CC=2S(N2CCN(C3C=CC=CN=3)CC2)(=O)=O)(=O)=O)C=C(C=1)ON(OCCC)C(N)=N.C(OC([N:50]([O:61][CH2:62][CH2:63][CH2:64][O:65][C:66]1[CH:71]=[C:70](C)[CH:69]=[C:68]([O:73][S:74]([C:77]2[CH:82]=[CH:81][CH:80]=[CH:79][C:78]=2[S:83]([N:86]2[CH2:91][CH2:90][N:89]([C:92]3[CH:97]=[CH:96][CH:95]=[CH:94][N:93]=3)[CH2:88][CH2:87]2)(=[O:85])=[O:84])(=[O:76])=[O:75])[CH:67]=1)[C:51]([NH:53]C(OC(C)(C)C)=O)=[NH:52])=O)(C)(C)C.C(C(=CC1C=CC(O)=CC=1)C(O)=O)#N. No catalyst specified. The product is [ClH:1].[CH3:2][C:67]1[C:68]([O:73][S:74]([C:77]2[CH:82]=[CH:81][CH:80]=[CH:79][C:78]=2[S:83]([N:86]2[CH2:87][CH2:88][N:89]([C:92]3[CH:97]=[CH:96][CH:95]=[CH:94][N:93]=3)[CH2:90][CH2:91]2)(=[O:84])=[O:85])(=[O:75])=[O:76])=[CH:69][CH:70]=[CH:71][C:66]=1[O:65][CH2:64][CH2:63][CH2:62][O:61][NH:50][C:51]([NH2:53])=[NH:52]. The yield is 1.00.